Predict the reactants needed to synthesize the given product. From a dataset of Full USPTO retrosynthesis dataset with 1.9M reactions from patents (1976-2016). (1) The reactants are: [C:1]([N:4]1[CH2:8][C@H:7]([OH:9])[CH2:6][C@@H:5]1[C:10]1[N:14]2[C:15]3[C:21]([CH3:22])=[CH:20][NH:19][C:16]=3[N:17]=[CH:18][C:13]2=[C:12]([C:23]2[CH:28]=[CH:27][C:26]([N:29]([CH:40]([CH3:42])[CH3:41])C(=O)OCC3C=CC=CC=3)=[CH:25][CH:24]=2)[N:11]=1)(=[O:3])[CH3:2].CC#N.[Si](I)(C)(C)C. Given the product [OH:9][C@H:7]1[CH2:8][N:4]([C:1](=[O:3])[CH3:2])[C@@H:5]([C:10]2[N:14]3[C:15]4[C:21]([CH3:22])=[CH:20][NH:19][C:16]=4[N:17]=[CH:18][C:13]3=[C:12]([C:23]3[CH:24]=[CH:25][C:26]([NH:29][CH:40]([CH3:42])[CH3:41])=[CH:27][CH:28]=3)[N:11]=2)[CH2:6]1, predict the reactants needed to synthesize it. (2) Given the product [Cl:14][C:15]1[CH:16]=[CH:17][C:18]([C@@:21]2([CH3:27])[CH2:25][O:24][C:23]([NH2:26])=[N:22]2)=[CH:19][CH:20]=1, predict the reactants needed to synthesize it. The reactants are: NC(C1C=CC(Cl)=CC=1)(C)C(O)=O.[Cl:14][C:15]1[CH:20]=[CH:19][C:18]([C:21]2([CH3:27])[CH2:25][O:24][C:23]([NH2:26])=[N:22]2)=[CH:17][CH:16]=1. (3) Given the product [Cl:7][C:8]1[CH:9]=[CH:10][C:11]([CH2:12][C:13]([CH2:15][C:16]2[CH:21]=[CH:20][C:19]([Cl:22])=[CH:18][CH:17]=2)=[C:2]2[CH:1]=[CH:5][CH:4]=[CH:3]2)=[CH:23][CH:24]=1, predict the reactants needed to synthesize it. The reactants are: [CH:1]1[CH2:5][CH:4]=[CH:3][CH:2]=1.[Li].[Cl:7][C:8]1[CH:24]=[CH:23][C:11]([CH2:12][C:13]([CH2:15][C:16]2[CH:21]=[CH:20][C:19]([Cl:22])=[CH:18][CH:17]=2)=O)=[CH:10][CH:9]=1.Cl.CCCCCC. (4) Given the product [Cl:1][C:2]1[CH:3]=[C:4]([C:9]2[CH:14]=[CH:13][CH:12]=[CH:11][CH:10]=2)[C:5](=[O:8])[N:6]([C:18]2[CH:19]=[CH:20][CH:21]=[CH:22][C:17]=2[C:15]#[N:16])[N:7]=1, predict the reactants needed to synthesize it. The reactants are: [Cl:1][C:2]1[CH:3]=[C:4]([C:9]2[CH:14]=[CH:13][CH:12]=[CH:11][CH:10]=2)[C:5](=[O:8])[NH:6][N:7]=1.[C:15]([C:17]1[CH:22]=[CH:21][CH:20]=[CH:19][C:18]=1B1OC(C([O-])=O)C=CO1)#[N:16].C(N(CC)CC)C.O=O. (5) The reactants are: CC(C)=O.[CH:5]1[CH:6]=[CH:7][C:8]2[S:13][N:12]=[C:11]([N:14]3[CH2:19][CH2:18][N:17]([CH2:20][C@H:21]4[C@H:26]([CH2:27][N:28]5[C:38](=[O:39])[C@H:37]6[C@H:31]([C@H:32]7[CH2:36][C@@H:35]6[CH2:34][CH2:33]7)[C:29]5=[O:30])[CH2:25][CH2:24][CH2:23][CH2:22]4)[CH2:16][CH2:15]3)[C:9]=2[CH:10]=1.C([O-])(=O)C([O-])=O.[ClH:46]. Given the product [CH:5]1[CH:6]=[CH:7][C:8]2[S:13][N:12]=[C:11]([N:14]3[CH2:19][CH2:18][N:17]([CH2:20][C@H:21]4[C@H:26]([CH2:27][N:28]5[C:38](=[O:39])[C@H:37]6[C@H:31]([C@H:32]7[CH2:36][C@@H:35]6[CH2:34][CH2:33]7)[C:29]5=[O:30])[CH2:25][CH2:24][CH2:23][CH2:22]4)[CH2:16][CH2:15]3)[C:9]=2[CH:10]=1.[ClH:46], predict the reactants needed to synthesize it. (6) Given the product [Br:1][C:2]1[CH:7]=[CH:6][N:5]2[CH:10]=[C:11]([C:13]3[CH:18]=[CH:17][C:16]([OH:19])=[CH:15][CH:14]=3)[N:8]=[C:4]2[CH:3]=1, predict the reactants needed to synthesize it. The reactants are: [Br:1][C:2]1[CH:7]=[CH:6][N:5]=[C:4]([NH2:8])[CH:3]=1.Br[CH2:10][C:11]([C:13]1[CH:18]=[CH:17][C:16]([OH:19])=[CH:15][CH:14]=1)=O. (7) The reactants are: [CH3:1][O:2][C:3]1[CH:8]=[CH:7][CH:6]=[C:5]([CH3:9])[N:4]=1.[Br:10]Br. Given the product [Br:10][C:6]1[C:5]([CH3:9])=[N:4][C:3]([O:2][CH3:1])=[CH:8][CH:7]=1, predict the reactants needed to synthesize it. (8) The reactants are: [F:1][C:2]1[C:7]([F:8])=[CH:6][C:5]([C:9]2[CH:14]=[CH:13][C:12]([OH:15])=[CH:11][CH:10]=2)=[C:4]([O:16][CH3:17])[CH:3]=1.C1(P(C2C=CC=CC=2)C2C=CC=CC=2)C=CC=CC=1.N(C(OC(C)C)=O)=NC(OC(C)C)=O.[C:51]([O:55][C:56]([N:58]1[C:66]2[C:61](=[CH:62][CH:63]=[C:64]([CH2:67]O)[CH:65]=2)[CH:60]=[CH:59]1)=[O:57])([CH3:54])([CH3:53])[CH3:52].C(N(CC)CC)C. Given the product [C:51]([O:55][C:56]([N:58]1[C:66]2[C:61](=[CH:62][CH:63]=[C:64]([CH2:67][O:15][C:12]3[CH:11]=[CH:10][C:9]([C:5]4[CH:6]=[C:7]([F:8])[C:2]([F:1])=[CH:3][C:4]=4[O:16][CH3:17])=[CH:14][CH:13]=3)[CH:65]=2)[CH:60]=[CH:59]1)=[O:57])([CH3:54])([CH3:53])[CH3:52], predict the reactants needed to synthesize it.